Dataset: Retrosynthesis with 50K atom-mapped reactions and 10 reaction types from USPTO. Task: Predict the reactants needed to synthesize the given product. (1) Given the product Brc1cccc(-c2cccc(-c3cccc4c3sc3ccccc34)c2)c1, predict the reactants needed to synthesize it. The reactants are: Brc1cccc(Br)c1.CC1(C)OB(c2cccc(-c3cccc4c3sc3ccccc34)c2)OC1(C)C. (2) Given the product COc1cc(N2CC3COCC(C2)N3)ccc1Nc1ncc(Cl)c(-c2cnc3ccccn23)n1, predict the reactants needed to synthesize it. The reactants are: COc1cc(N2CC3COCC(C2)N3)ccc1N.Clc1ncc(Cl)c(-c2cnc3ccccn23)n1. (3) Given the product C=CCOC(=O)c1cc(N)ccc1OCC=C, predict the reactants needed to synthesize it. The reactants are: C=CCOC(=O)c1cc([N+](=O)[O-])ccc1OCC=C.